From a dataset of Forward reaction prediction with 1.9M reactions from USPTO patents (1976-2016). Predict the product of the given reaction. Given the reactants [O:1]1[CH2:6][CH2:5][N:4]([C:7]2[CH:12]=[CH:11][C:10]([NH:13][C:14]([CH:16]3[CH2:25][CH2:24][C:23]4[C:18](=[C:19]([NH2:28])[CH:20]=[CH:21][C:22]=4[O:26][CH3:27])[CH2:17]3)=[O:15])=[CH:9][CH:8]=2)[CH2:3][CH2:2]1.Cl.Cl[CH2:31][CH2:32][N:33]([CH2:35][CH2:36]Cl)[CH3:34].C(=O)([O-])O.[Na+].[OH-].[NH4+], predict the reaction product. The product is: [O:1]1[CH2:6][CH2:5][N:4]([C:7]2[CH:12]=[CH:11][C:10]([NH:13][C:14]([CH:16]3[CH2:25][CH2:24][C:23]4[C:18](=[C:19]([N:28]5[CH2:36][CH2:35][N:33]([CH3:34])[CH2:32][CH2:31]5)[CH:20]=[CH:21][C:22]=4[O:26][CH3:27])[CH2:17]3)=[O:15])=[CH:9][CH:8]=2)[CH2:3][CH2:2]1.